This data is from Full USPTO retrosynthesis dataset with 1.9M reactions from patents (1976-2016). The task is: Predict the reactants needed to synthesize the given product. (1) Given the product [F:23][C:21]1[CH:22]=[C:17]([C:14]2[CH:15]=[CH:16][C:11]([CH2:8][CH2:9][CH3:10])=[CH:12][CH:13]=2)[CH:18]=[C:19]([F:27])[C:20]=1[C:2]1[S:3][C:4]([CH3:7])=[CH:5][CH:6]=1, predict the reactants needed to synthesize it. The reactants are: Br[C:2]1[S:3][C:4]([CH3:7])=[CH:5][CH:6]=1.[CH2:8]([C:11]1[CH:16]=[CH:15][C:14]([C:17]2[CH:22]=[C:21]([F:23])[C:20](B(O)O)=[C:19]([F:27])[CH:18]=2)=[CH:13][CH:12]=1)[CH2:9][CH3:10].C(=O)([O-])[O-].[Na+].[Na+]. (2) The reactants are: [Cl:1][C:2]1[CH:11]=[CH:10][CH:9]=[C:8]2[C:3]=1[CH2:4][CH2:5][CH2:6][CH:7]2[N:12]1[C:17](=[O:18])[C:16]([C:19]#[N:20])=[CH:15][N:14]([C:21]2[CH:31]=[CH:30][C:24]3[N:25]([CH3:29])[C:26](=[O:28])[O:27][C:23]=3[CH:22]=2)[C:13]1=[O:32].C([Sn](=O)CCCC)CCC.C[Si]([N:47]=[N+:48]=[N-:49])(C)C.C(O)C. Given the product [Cl:1][C:2]1[CH:11]=[CH:10][CH:9]=[C:8]2[C:3]=1[CH2:4][CH2:5][CH2:6][CH:7]2[N:12]1[C:17](=[O:18])[C:16]([C:19]2[NH:49][N:48]=[N:47][N:20]=2)=[CH:15][N:14]([C:21]2[CH:31]=[CH:30][C:24]3[N:25]([CH3:29])[C:26](=[O:28])[O:27][C:23]=3[CH:22]=2)[C:13]1=[O:32], predict the reactants needed to synthesize it. (3) Given the product [Cl:4][C:5]1[C:6]([F:34])=[C:7]([NH:11][C:12]2[C:21]3[C:16](=[CH:17][C:18]([O:32][CH3:33])=[C:19]([O:22][C@H:23]4[CH2:27][N:26]([CH3:35])[C@H:25]([C:28]([OH:30])=[O:29])[CH2:24]4)[CH:20]=3)[N:15]=[CH:14][N:13]=2)[CH:8]=[CH:9][CH:10]=1, predict the reactants needed to synthesize it. The reactants are: [OH-].[Na+].Cl.[Cl:4][C:5]1[C:6]([F:34])=[C:7]([NH:11][C:12]2[C:21]3[C:16](=[CH:17][C:18]([O:32][CH3:33])=[C:19]([O:22][C@@H:23]4[CH2:27][NH:26][C@@H:25]([C:28]([O:30]C)=[O:29])[CH2:24]4)[CH:20]=3)[N:15]=[CH:14][N:13]=2)[CH:8]=[CH:9][CH:10]=1.[CH3:35]O. (4) Given the product [CH3:1][C:2]1[C:6]([C:7]2[N:8]([C:20]3[CH:25]=[CH:24][C:23]([OH:26])=[CH:22][C:21]=3[F:27])[C:9]3[C:14]([C:15]=2[C:16](=[NH:17])[NH2:18])=[CH:13][CH:12]=[CH:11][CH:10]=3)=[C:5]([CH3:28])[O:4][N:3]=1, predict the reactants needed to synthesize it. The reactants are: [CH3:1][C:2]1[C:6]([C:7]2[N:8]([C:20]3[CH:25]=[CH:24][C:23]([OH:26])=[CH:22][C:21]=3[F:27])[C:9]3[C:14]([C:15]=2/[C:16](=[N:18]/O)/[NH2:17])=[CH:13][CH:12]=[CH:11][CH:10]=3)=[C:5]([CH3:28])[O:4][N:3]=1.C(OC(=O)C)(=O)C. (5) Given the product [Cl:19][C:20]1[C:26]([F:27])=[CH:25][C:24]([F:28])=[CH:23][C:21]=1[NH:22][C:8](=[O:10])[CH:2]([CH3:1])[C:3]([O:5][CH2:6][CH3:7])=[O:4], predict the reactants needed to synthesize it. The reactants are: [CH3:1][CH:2]([C:8]([O:10]CC)=O)[C:3]([O:5][CH2:6][CH3:7])=[O:4].N1C=CC=CC=1.[Cl:19][C:20]1[C:26]([F:27])=[CH:25][C:24]([F:28])=[CH:23][C:21]=1[NH2:22]. (6) Given the product [N:63]1[CH:62]=[CH:61][N:57]2[CH:58]=[CH:59][CH:60]=[C:55]([NH:4][C@H:5]3[C:14]4[C:9](=[CH:10][CH:11]=[CH:12][CH:13]=4)[N:8]([C:15](=[O:17])[CH3:16])[C@@H:7]([CH3:18])[C@@H:6]3[CH3:19])[C:56]=12, predict the reactants needed to synthesize it. The reactants are: C(=O)C.[NH2:4][C@H:5]1[C:14]2[C:9](=[CH:10][CH:11]=[CH:12][CH:13]=2)[N:8]([C:15](=[O:17])[CH3:16])[C@@H:7]([CH3:18])[C@@H:6]1[CH3:19].CN(C1C(C2C(P(C3CCCCC3)C3CCCCC3)=CC=CC=2)=CC=CC=1)C.CC(C)([O-])C.[Na+].Br[C:55]1[C:56]2[N:57]([CH:61]=[CH:62][N:63]=2)[CH:58]=[CH:59][CH:60]=1. (7) Given the product [CH:1]1([CH2:8][OH:9])[CH2:5][CH2:4][CH:3]([CH2:6][OH:7])[CH2:2]1, predict the reactants needed to synthesize it. The reactants are: [CH:1]1([CH:8]=[O:9])[CH2:5][CH2:4][CH:3]([CH:6]=[O:7])[CH2:2]1.[BH4-].[Na+]. (8) Given the product [N+:1]([O-:4])([O-:3])=[O:2].[CH3:5][NH+:6]1[CH2:10][CH2:9][N:8]([CH3:11])[CH:7]1[N:14]([CH3:15])[CH3:13], predict the reactants needed to synthesize it. The reactants are: [N+:1]([O-:4])([O-:3])=[O:2].[CH3:5][NH+:6]1[CH2:10][CH2:9][N:8]([CH3:11])[CH:7]1Cl.[CH3:13][N-:14][CH3:15].[Li+]. (9) Given the product [C:14]([C:11]1[CH:12]=[CH:13][C:8]([NH:7][C:5]([C:4]2[CH:18]=[CH:19][C:20]3[N:21]=[C:40]([C:36]4[C:35]([CH3:42])=[CH:34][C:33]([CH2:32][CH2:31][CH2:30][P:25](=[O:24])([OH:29])[OH:26])=[CH:38][C:37]=4[CH3:39])[NH:1][C:2]=3[CH:3]=2)=[O:6])=[CH:9][CH:10]=1)([CH3:17])([CH3:16])[CH3:15], predict the reactants needed to synthesize it. The reactants are: [NH2:1][C:2]1[CH:3]=[C:4]([CH:18]=[CH:19][C:20]=1[NH2:21])[C:5]([NH:7][C:8]1[CH:13]=[CH:12][C:11]([C:14]([CH3:17])([CH3:16])[CH3:15])=[CH:10][CH:9]=1)=[O:6].C([O:24][P:25]([CH2:30]/[CH:31]=[CH:32]/[C:33]1[CH:38]=[C:37]([CH3:39])[C:36]([CH:40]=O)=[C:35]([CH3:42])[CH:34]=1)(=[O:29])[O:26]CC)C. (10) Given the product [CH:46]1([CH2:52][O:53][C:54]([O:55][CH2:56][O:6][C:5](=[O:7])[C:4]2[CH:8]=[CH:9][CH:10]=[C:11]([CH2:12][CH:13]([NH:27][C:28](=[O:45])[CH2:29][CH2:30][C:31]3([CH3:44])[O:39][CH:38]4[C:33]([CH3:43])([CH:34]5[CH2:40][CH:36]([CH2:37]4)[C:35]5([CH3:42])[CH3:41])[O:32]3)[B:14]3[O:22][CH:21]4[C:16]([CH3:26])([CH:17]5[CH2:23][CH:19]([CH2:20]4)[C:18]5([CH3:25])[CH3:24])[O:15]3)[C:3]=2[O:2][CH3:1])=[O:58])[CH2:51][CH2:50][CH2:49][CH2:48][CH2:47]1, predict the reactants needed to synthesize it. The reactants are: [CH3:1][O:2][C:3]1[C:11]([CH2:12][CH:13]([NH:27][C:28](=[O:45])[CH2:29][CH2:30][C:31]2([CH3:44])[O:39][CH:38]3[C:33]([CH3:43])([CH:34]4[CH2:40][CH:36]([CH2:37]3)[C:35]4([CH3:42])[CH3:41])[O:32]2)[B:14]2[O:22][CH:21]3[C:16]([CH3:26])([CH:17]4[CH2:23][CH:19]([CH2:20]3)[C:18]4([CH3:25])[CH3:24])[O:15]2)=[CH:10][CH:9]=[CH:8][C:4]=1[C:5]([OH:7])=[O:6].[CH:46]1([CH2:52][O:53][C:54](=[O:58])[O:55][CH2:56]Cl)[CH2:51][CH2:50][CH2:49][CH2:48][CH2:47]1.